The task is: Predict the product of the given reaction.. This data is from Forward reaction prediction with 1.9M reactions from USPTO patents (1976-2016). (1) Given the reactants [CH3:1][C:2]1[N:3]=[N:4][N:5]([CH2:7][C:8]2[CH:13]=[C:12]([C:14]([F:17])([F:16])[F:15])[CH:11]=[CH:10][C:9]=2/[CH:18]=[CH:19]/[C:20]([OH:22])=O)[N:6]=1.[N:23]1([CH:30]2[CH2:35][CH2:34][NH:33][CH2:32][CH2:31]2)[CH2:28][CH2:27][CH2:26][CH2:25][C:24]1=[O:29], predict the reaction product. The product is: [CH3:1][C:2]1[N:3]=[N:4][N:5]([CH2:7][C:8]2[CH:13]=[C:12]([C:14]([F:17])([F:16])[F:15])[CH:11]=[CH:10][C:9]=2/[CH:18]=[CH:19]/[C:20]([N:33]2[CH2:32][CH2:31][CH:30]([N:23]3[CH2:28][CH2:27][CH2:26][CH2:25][C:24]3=[O:29])[CH2:35][CH2:34]2)=[O:22])[N:6]=1. (2) Given the reactants [CH3:1][C:2]1[S:6][C:5]([SH:7])=[N:4][N:3]=1.[C:8]([C:12]1[N:17]=[C:16]([N:18]2[CH2:23][CH2:22][N:21]([CH2:24][CH2:25][CH2:26][Cl:27])[CH2:20][CH2:19]2)[CH:15]=[C:14]([CH:28]2[CH2:31][CH2:30][CH2:29]2)[N:13]=1)([CH3:11])([CH3:10])[CH3:9], predict the reaction product. The product is: [ClH:27].[C:8]([C:12]1[N:13]=[C:14]([CH:28]2[CH2:29][CH2:30][CH2:31]2)[CH:15]=[C:16]([N:18]2[CH2:23][CH2:22][N:21]([CH2:24][CH2:25][CH2:26][S:7][C:5]3[S:6][C:2]([CH3:1])=[N:3][N:4]=3)[CH2:20][CH2:19]2)[N:17]=1)([CH3:11])([CH3:9])[CH3:10]. (3) Given the reactants [C:1]1([C@@:7]2([CH2:19][NH2:20])[CH2:9][C@H:8]2[CH2:10][O:11][CH2:12][C:13]2[CH:18]=[CH:17][CH:16]=[CH:15][CH:14]=2)[CH:6]=[CH:5][CH:4]=[CH:3][CH:2]=1.C(N(CC)CC)C.[C:28](O[C:28]([O:30][C:31]([CH3:34])([CH3:33])[CH3:32])=[O:29])([O:30][C:31]([CH3:34])([CH3:33])[CH3:32])=[O:29], predict the reaction product. The product is: [C:1]1([C@@:7]2([CH2:19][NH:20][C:28](=[O:29])[O:30][C:31]([CH3:34])([CH3:33])[CH3:32])[CH2:9][C@H:8]2[CH2:10][O:11][CH2:12][C:13]2[CH:18]=[CH:17][CH:16]=[CH:15][CH:14]=2)[CH:2]=[CH:3][CH:4]=[CH:5][CH:6]=1. (4) The product is: [C:17]([O:21][C:22](=[O:33])[NH:23][C@H:24]1[CH2:25][CH2:26][C@H:27]([CH2:30][CH2:31][N:14]2[CH2:13][CH2:12][CH:11]([C:9](=[O:10])[C:3]3[CH:4]=[C:5]([Cl:8])[CH:6]=[CH:7][C:2]=3[Cl:1])[CH2:16][CH2:15]2)[CH2:28][CH2:29]1)([CH3:20])([CH3:19])[CH3:18]. Given the reactants [Cl:1][C:2]1[CH:7]=[CH:6][C:5]([Cl:8])=[CH:4][C:3]=1[C:9]([CH:11]1[CH2:16][CH2:15][NH:14][CH2:13][CH2:12]1)=[O:10].[C:17]([O:21][C:22](=[O:33])[NH:23][C@H:24]1[CH2:29][CH2:28][C@H:27]([CH2:30][CH:31]=O)[CH2:26][CH2:25]1)([CH3:20])([CH3:19])[CH3:18], predict the reaction product. (5) Given the reactants [N+:1]([C:4]1[CH:10]=[C:9]([C:11]([CH3:14])([CH3:13])[CH3:12])[CH:8]=[CH:7][C:5]=1[NH2:6])([O-:3])=[O:2].CC(O)=O.[CH2:19]([CH2:23][C:24](=O)[CH3:25])[C:20]([CH3:22])=O, predict the reaction product. The product is: [C:11]([C:9]1[CH:8]=[CH:7][C:5]([N:6]2[C:24]([CH3:25])=[CH:23][CH:19]=[C:20]2[CH3:22])=[C:4]([N+:1]([O-:3])=[O:2])[CH:10]=1)([CH3:14])([CH3:13])[CH3:12]. (6) The product is: [C:4]1([CH3:9])[CH:5]=[C:6]([CH3:8])[CH:7]=[C:2]([CH3:1])[C:3]=1[NH:10][C:11]([NH:24][C:25]1[CH:33]=[C:32]([O:34][CH3:35])[C:31]([O:36][CH3:37])=[CH:30][C:26]=1[C:27]([NH:62][CH:58]([C:55]1[CH:56]=[CH:57][CH:52]=[CH:53][CH:54]=1)[C:59]([OH:61])=[O:60])=[O:29])=[O:12]. Given the reactants [CH3:1][C:2]1[CH:7]=[C:6]([CH3:8])[CH:5]=[C:4]([CH3:9])[C:3]=1[N:10]=[C:11]=[O:12].ClC1C=CC=C(C)C=1N=C=O.[NH2:24][C:25]1[CH:33]=[C:32]([O:34][CH3:35])[C:31]([O:36][CH3:37])=[CH:30][C:26]=1[C:27]([OH:29])=O.NC1C(C(O)=O)=CC2C(C=1)=CC=CC=2.[CH:52]1[CH:57]=[CH:56][C:55]([C@@H:58]([NH:62]C(OCC2C3C(=CC=CC=3)C3C2=CC=CC=3)=O)[C:59]([OH:61])=[O:60])=[CH:54][CH:53]=1.C1CCC([C@H](NC(OCC2C3C(=CC=CC=3)C3C2=CC=CC=3)=O)C(O)=O)CC1, predict the reaction product. (7) Given the reactants [OH:1][C:2]1([CH2:9][NH:10][C:11]([C:13]2[C:14]3[CH:15]=[CH:16][C:17](Cl)=[N:18][C:19]=3[CH:20]=[CH:21][C:22]=2[Cl:23])=[O:12])[CH2:7][CH2:6][CH2:5][CH:4]([CH3:8])[CH2:3]1.CCN(C(C)C)C(C)C.[N:34]1([CH:39]2[CH2:43][CH2:42][NH:41][CH2:40]2)[CH2:38][CH2:37][CH2:36][CH2:35]1, predict the reaction product. The product is: [OH:1][C:2]1([CH2:9][NH:10][C:11]([C:13]2[C:14]3[CH:15]=[CH:16][C:17]([N:41]4[CH2:42][CH2:43][CH:39]([N:34]5[CH2:38][CH2:37][CH2:36][CH2:35]5)[CH2:40]4)=[N:18][C:19]=3[CH:20]=[CH:21][C:22]=2[Cl:23])=[O:12])[CH2:7][CH2:6][CH2:5][CH:4]([CH3:8])[CH2:3]1. (8) Given the reactants [N+:1]([C:4]1[CH:5]=[CH:6][C:7]([C:20]([F:23])([F:22])[F:21])=[C:8]([CH:19]=1)[C:9]([O:11][CH2:12][C:13]1[CH:18]=[CH:17][CH:16]=[CH:15][CH:14]=1)=[O:10])([O-])=O.[Cl-].[NH4+], predict the reaction product. The product is: [NH2:1][C:4]1[CH:5]=[CH:6][C:7]([C:20]([F:21])([F:22])[F:23])=[C:8]([CH:19]=1)[C:9]([O:11][CH2:12][C:13]1[CH:18]=[CH:17][CH:16]=[CH:15][CH:14]=1)=[O:10]. (9) Given the reactants CO.C([O:10][C:11]1[C:12]([CH3:28])=[C:13]([CH3:27])[C:14]([NH:18][C:19](=[O:26])[C:20]2[CH:25]=[CH:24][CH:23]=[CH:22][CH:21]=2)=[N:15][C:16]=1[CH3:17])C1C=CC=CC=1, predict the reaction product. The product is: [OH:10][C:11]1[C:12]([CH3:28])=[C:13]([CH3:27])[C:14]([NH:18][C:19](=[O:26])[C:20]2[CH:21]=[CH:22][CH:23]=[CH:24][CH:25]=2)=[N:15][C:16]=1[CH3:17].